The task is: Predict the reactants needed to synthesize the given product.. This data is from Full USPTO retrosynthesis dataset with 1.9M reactions from patents (1976-2016). (1) Given the product [CH2:1]([O:3][C:4]([C:6]1[N:7]([CH2:22][C:23](=[O:24])[NH:25][C:26]2[CH:31]=[CH:30][C:29]([Cl:32])=[CH:28][N:27]=2)[N:8]=[C:9]([O:11][CH2:12][CH2:13][O:14][CH2:15][CH2:16][O:17][CH3:18])[CH:10]=1)=[O:5])[CH3:2], predict the reactants needed to synthesize it. The reactants are: [CH2:1]([O:3][C:4]([C:6]1[NH:7][N:8]=[C:9]([O:11][CH2:12][CH2:13][O:14][CH2:15][CH2:16][O:17][CH3:18])[CH:10]=1)=[O:5])[CH3:2].[H-].[Na+].Br[CH2:22][C:23]([NH:25][C:26]1[CH:31]=[CH:30][C:29]([Cl:32])=[CH:28][N:27]=1)=[O:24].O. (2) Given the product [CH3:68][O:67][C:65](=[O:66])[C@@H:64]([NH:69][C:18]([C:11]1[S:10][C:9]([NH:8][C:6]([O:5][C:1]([CH3:2])([CH3:3])[CH3:4])=[O:7])=[N:13][C:12]=1[C:14]([F:15])([F:16])[F:17])=[O:20])[CH2:63][NH:62][C:60]([O:59][C:56]([CH3:55])([CH3:58])[CH3:57])=[O:61], predict the reactants needed to synthesize it. The reactants are: [C:1]([O:5][C:6]([NH:8][C:9]1[S:10][C:11]([C:18]([OH:20])=O)=[C:12]([C:14]([F:17])([F:16])[F:15])[N:13]=1)=[O:7])([CH3:4])([CH3:3])[CH3:2].CN(C(ON1N=NC2C=CC=CC1=2)=[N+](C)C)C.F[P-](F)(F)(F)(F)F.C1C=CC2N(O)N=NC=2C=1.[CH3:55][C:56]([O:59][C:60]([NH:62][CH2:63][C@H:64]([NH2:69])[C:65]([O:67][CH3:68])=[O:66])=[O:61])([CH3:58])[CH3:57].Cl.C(N(CC)CC)C. (3) Given the product [CH:1]12[CH2:13][CH:7]([CH:12]=[CH:2]1)[CH2:8][CH:3]2[C:4]([OH:6])=[O:5], predict the reactants needed to synthesize it. The reactants are: [CH2:1]([CH2:3][C:4]([OH:6])=[O:5])[CH3:2].[C:7]1([CH3:13])[CH:12]=CC=C[CH:8]=1. (4) Given the product [CH3:1][O:2][C:3]([C:5]1[C:6]2[CH:7]=[N:8][N:9]([C:24]3[CH:25]=[CH:26][C:21]([F:20])=[CH:22][CH:23]=3)[C:10]=2[CH:11]=[CH:12][CH:13]=1)=[O:4], predict the reactants needed to synthesize it. The reactants are: [CH3:1][O:2][C:3]([C:5]1[C:6]2[CH:7]=[N:8][NH:9][C:10]=2[CH:11]=[CH:12][CH:13]=1)=[O:4].C(=O)([O-])[O-].[K+].[K+].[F:20][C:21]1[CH:26]=[CH:25][C:24](I)=[CH:23][CH:22]=1.CN[C@@H]1CCCC[C@H]1NC. (5) Given the product [Br:1][C:2]1[CH:3]=[CH:4][C:5]2[N:6]([CH:10]=[CH:11][N:8]=2)[N:7]=1, predict the reactants needed to synthesize it. The reactants are: [Br:1][C:2]1[N:7]=[N:6][C:5]([NH2:8])=[CH:4][CH:3]=1.Br[CH2:10][CH:11](OCC)OCC. (6) The reactants are: [ClH:1].C([N:9]1[CH2:13][C:12]([F:15])([F:14])[C:11]([F:17])([F:16])[CH2:10]1)C1C=CC=CC=1.[H][H]. Given the product [ClH:1].[F:16][C:11]1([F:17])[C:12]([F:15])([F:14])[CH2:13][NH:9][CH2:10]1, predict the reactants needed to synthesize it. (7) The reactants are: [CH:1]1([CH2:7][C:8]2[N:12]([C:13]3[CH:18]=[CH:17][C:16]([C:19]([NH:21][CH2:22][CH3:23])=[O:20])=[CH:15][CH:14]=3)[N:11]=[N:10][C:9]=2[C:24]([OH:26])=O)[CH2:6][CH2:5][CH2:4][CH2:3][CH2:2]1.C1C=C[C:30]2N(O)N=[N:33][C:31]=2[CH:32]=1.C1(N)CC1.CCN=C=NCCCN(C)C. Given the product [CH:1]1([CH2:7][C:8]2[N:12]([C:13]3[CH:14]=[CH:15][C:16]([C:19]([NH:21][CH2:22][CH3:23])=[O:20])=[CH:17][CH:18]=3)[N:11]=[N:10][C:9]=2[C:24]([NH:33][CH:31]2[CH2:32][CH2:30]2)=[O:26])[CH2:2][CH2:3][CH2:4][CH2:5][CH2:6]1, predict the reactants needed to synthesize it. (8) Given the product [CH3:35][N:2]([CH3:1])[C:3]([C:5]1[CH:6]=[C:7]([CH2:30][C:31]([OH:33])=[O:32])[CH:8]=[CH:9][C:10]=1[NH:11][C:12]([C:14]1[CH:19]=[CH:18][CH:17]=[CH:16][C:15]=1[C:20]1[CH:25]=[CH:24][C:23]([C:26]([F:29])([F:27])[F:28])=[CH:22][CH:21]=1)=[O:13])=[O:4], predict the reactants needed to synthesize it. The reactants are: [CH3:1][N:2]([CH3:35])[C:3]([C:5]1[CH:6]=[C:7]([CH2:30][C:31]([O:33]C)=[O:32])[CH:8]=[CH:9][C:10]=1[NH:11][C:12]([C:14]1[CH:19]=[CH:18][CH:17]=[CH:16][C:15]=1[C:20]1[CH:25]=[CH:24][C:23]([C:26]([F:29])([F:28])[F:27])=[CH:22][CH:21]=1)=[O:13])=[O:4].[Li+].[OH-].